From a dataset of Forward reaction prediction with 1.9M reactions from USPTO patents (1976-2016). Predict the product of the given reaction. (1) Given the reactants [Cl:1][C:2]1[CH:3]=[C:4]([CH:26]=[CH:27][C:28]=1[O:29][CH3:30])[CH2:5][NH:6][C:7]1[C:12]([C:13]([NH:15][CH2:16][C:17]2[N:22]=[CH:21][CH:20]=[CH:19][N:18]=2)=[O:14])=[CH:11][N:10]=[C:9](S(C)=O)[N:8]=1.C[N:32]1[CH2:35][C:34]2([CH2:40][CH2:39][NH:38][CH2:37][CH2:36]2)[CH2:33]1.[CH2:41](N(CC)CC)C, predict the reaction product. The product is: [Cl:1][C:2]1[CH:3]=[C:4]([CH:26]=[CH:27][C:28]=1[O:29][CH3:30])[CH2:5][NH:6][C:7]1[C:12]([C:13]([NH:15][CH2:16][C:17]2[N:22]=[CH:21][CH:20]=[CH:19][N:18]=2)=[O:14])=[CH:11][N:10]=[C:9]([N:32]2[CH2:33][C:34]3([CH2:36][CH2:37][N:38]([CH3:41])[CH2:39][CH2:40]3)[CH2:35]2)[N:8]=1. (2) Given the reactants [Cl:1][C:2]1[CH:10]=[CH:9][CH:8]=[C:7]2[C:3]=1[C:4]([C:15]([OH:17])=O)=[CH:5][N:6]2[CH2:11][CH2:12][O:13][CH3:14].Cl.[O:19]1[C:24]2[CH:25]=[CH:26][CH:27]=[C:28]([CH2:29][NH2:30])[C:23]=2[O:22][CH2:21][CH2:20]1.CCN(CC)CC.N1(O)C2C=CC=CC=2N=N1.C(Cl)CCl, predict the reaction product. The product is: [O:19]1[C:24]2[CH:25]=[CH:26][CH:27]=[C:28]([CH2:29][NH:30][C:15]([C:4]3[C:3]4[C:7](=[CH:8][CH:9]=[CH:10][C:2]=4[Cl:1])[N:6]([CH2:11][CH2:12][O:13][CH3:14])[CH:5]=3)=[O:17])[C:23]=2[O:22][CH2:21][CH2:20]1. (3) The product is: [C:1]([O:5][C:6]([N:8]1[CH2:13][CH:12]=[C:11]([C:24]2[CH:25]=[CH:26][C:27]([C:30]3[O:34][C:33]([NH:35][C:36]4[CH:41]=[CH:40][CH:39]=[C:38]([Cl:42])[CH:37]=4)=[N:32][CH:31]=3)=[CH:28][CH:29]=2)[CH2:10][CH2:9]1)=[O:7])([CH3:2])([CH3:3])[CH3:4]. Given the reactants [C:1]([O:5][C:6]([N:8]1[CH2:13][CH:12]=[CH:11][CH2:10][CH:9]1B1OC(C)(C)C(C)(C)O1)=[O:7])([CH3:4])([CH3:3])[CH3:2].Br[C:24]1[CH:29]=[CH:28][C:27]([C:30]2[O:34][C:33]([NH:35][C:36]3[CH:41]=[CH:40][CH:39]=[C:38]([Cl:42])[CH:37]=3)=[N:32][CH:31]=2)=[CH:26][CH:25]=1.C([O-])([O-])=O.[Na+].[Na+], predict the reaction product. (4) Given the reactants [CH2:1]([O:3][C:4]1[CH:5]=[C:6]([C:13]2[O:17][N:16]=[C:15]([C:18]3[CH:26]=[CH:25][CH:24]=[C:23]4[C:19]=3[CH2:20][CH2:21][N:22]4[CH2:27][C:28]3([NH:36][C:37](=[O:43])[O:38][C:39]([CH3:42])([CH3:41])[CH3:40])[CH2:33][O:32][C:31]([CH3:35])([CH3:34])[O:30][CH2:29]3)[N:14]=2)[CH:7]=[CH:8][C:9]=1[O:10][CH2:11][CH3:12])[CH3:2].[O-]S([O-])(=O)=O.[Mg+2], predict the reaction product. The product is: [CH2:1]([O:3][C:4]1[CH:5]=[C:6]([C:13]2[O:17][N:16]=[C:15]([C:18]3[CH:26]=[CH:25][CH:24]=[C:23]4[C:19]=3[CH:20]=[CH:21][N:22]4[CH2:27][C:28]3([NH:36][C:37](=[O:43])[O:38][C:39]([CH3:40])([CH3:42])[CH3:41])[CH2:29][O:30][C:31]([CH3:34])([CH3:35])[O:32][CH2:33]3)[N:14]=2)[CH:7]=[CH:8][C:9]=1[O:10][CH2:11][CH3:12])[CH3:2].